From a dataset of Forward reaction prediction with 1.9M reactions from USPTO patents (1976-2016). Predict the product of the given reaction. (1) Given the reactants [CH3:1][O:2][C:3](=[O:33])[CH:4]([C:9]1[CH:14]=[C:13]([Br:15])[C:12]([O:16][C:17]2[CH:25]=[CH:24][C:23]3[C:19](=[CH:20][N:21]([C:26]4[CH:31]=[CH:30][CH:29]=[CH:28][CH:27]=4)[N:22]=3)[CH:18]=2)=[C:11]([Br:32])[CH:10]=1)C(OC)=O, predict the reaction product. The product is: [CH3:1][O:2][C:3](=[O:33])[CH2:4][C:9]1[CH:14]=[C:13]([Br:15])[C:12]([O:16][C:17]2[CH:25]=[CH:24][C:23]3[C:19](=[CH:20][N:21]([C:26]4[CH:27]=[CH:28][CH:29]=[CH:30][CH:31]=4)[N:22]=3)[CH:18]=2)=[C:11]([Br:32])[CH:10]=1. (2) Given the reactants [O:1]1[C:5]2[CH:6]=[CH:7][CH:8]=[CH:9][C:4]=2[N:3]=[C:2]1[CH2:10][NH2:11].[CH2:12]([O:19][C:20]1[CH:25]=[CH:24][N:23]([C:26]2[S:27][C:28]([C:32](O)=[O:33])=[C:29]([CH3:31])[N:30]=2)[C:22](=[O:35])[CH:21]=1)[C:13]1[CH:18]=[CH:17][CH:16]=[CH:15][CH:14]=1, predict the reaction product. The product is: [O:1]1[C:5]2[CH:6]=[CH:7][CH:8]=[CH:9][C:4]=2[N:3]=[C:2]1[CH2:10][NH:11][C:32]([C:28]1[S:27][C:26]([N:23]2[CH:24]=[CH:25][C:20]([O:19][CH2:12][C:13]3[CH:18]=[CH:17][CH:16]=[CH:15][CH:14]=3)=[CH:21][C:22]2=[O:35])=[N:30][C:29]=1[CH3:31])=[O:33]. (3) Given the reactants [F:1][C:2]1[CH:3]=[C:4]([CH:7]=[C:8]([F:11])[C:9]=1[OH:10])[CH:5]=[O:6].[C:12](=O)([O-])[O-].[K+].[K+].IC, predict the reaction product. The product is: [F:1][C:2]1[CH:3]=[C:4]([CH:7]=[C:8]([F:11])[C:9]=1[O:10][CH3:12])[CH:5]=[O:6]. (4) Given the reactants [Cl:1][C:2]1[C:11]([CH:12]=[O:13])=[CH:10][C:9]2[C:4](=[CH:5][CH:6]=[C:7]([O:14][CH3:15])[CH:8]=2)[N:3]=1.[CH3:16][O:17][C:18]1[CH:23]=[CH:22][CH:21]=[CH:20][C:19]=1[Mg]Br.O, predict the reaction product. The product is: [Cl:1][C:2]1[C:11]([CH:12]([C:19]2[CH:20]=[CH:21][CH:22]=[CH:23][C:18]=2[O:17][CH3:16])[OH:13])=[CH:10][C:9]2[C:4](=[CH:5][CH:6]=[C:7]([O:14][CH3:15])[CH:8]=2)[N:3]=1. (5) Given the reactants [CH3:1][C:2]1[CH:7]=[C:6]([C:8]2[CH:9]=[CH:10][C:11]3[N:17]4[CH2:18][C@H:14]([CH2:15][CH2:16]4)[NH:13][C:12]=3[N:19]=2)[CH:5]=[CH:4][N:3]=1.[O:20]1CCC[CH2:21]1.C(N(CC)CC)C.[N:32]1[C:40]([NH2:41])=[C:39]2[C:35]([NH:36][CH:37]=[N:38]2)=[N:34][CH:33]=1, predict the reaction product. The product is: [CH3:1][C:2]1[CH:7]=[C:6]([C:8]2[CH:9]=[CH:10][C:11]3[N:17]4[CH2:18][C@H:14]([CH2:15][CH2:16]4)[N:13]([C:21]([NH:41][C:40]4[N:32]=[CH:33][N:34]=[C:35]5[C:39]=4[N:38]=[CH:37][NH:36]5)=[O:20])[C:12]=3[N:19]=2)[CH:5]=[CH:4][N:3]=1. (6) The product is: [CH:7]([O:10][C:12]1[CH:21]=[CH:22][C:23]([C:24]([OH:20])=[O:4])=[CH:14][N:13]=1)([CH3:9])[CH3:8]. Given the reactants CC(C)([O-:4])C.[K+].[CH:7]([OH:10])([CH3:9])[CH3:8].Cl[C:12]1C=CC(C#N)=[CH:14][N:13]=1.[O:20]1[CH2:24][CH2:23][CH2:22][CH2:21]1, predict the reaction product. (7) Given the reactants [CH3:1][N:2]([CH3:31])[C:3]([C:5]1[CH:10]=[CH:9][C:8]([NH:11][C:12]2[N:17]=[CH:16][N:15]=[C:14]([N:18]3[CH2:23][CH2:22][CH:21]([C:24]([O:26]CC)=[O:25])[CH2:20][CH2:19]3)[C:13]=2[F:29])=[C:7]([F:30])[CH:6]=1)=[O:4].C(N(CC)CC)C.CC#N.[Br-].[Li+], predict the reaction product. The product is: [CH3:1][N:2]([CH3:31])[C:3]([C:5]1[CH:10]=[CH:9][C:8]([NH:11][C:12]2[N:17]=[CH:16][N:15]=[C:14]([N:18]3[CH2:19][CH2:20][CH:21]([C:24]([OH:26])=[O:25])[CH2:22][CH2:23]3)[C:13]=2[F:29])=[C:7]([F:30])[CH:6]=1)=[O:4].